This data is from Peptide-MHC class I binding affinity with 185,985 pairs from IEDB/IMGT. The task is: Regression. Given a peptide amino acid sequence and an MHC pseudo amino acid sequence, predict their binding affinity value. This is MHC class I binding data. (1) The peptide sequence is SAFNKKTFDH. The MHC is H-2-Kb with pseudo-sequence H-2-Kb. The binding affinity (normalized) is 0.138. (2) The peptide sequence is ALNHLVLSL. The MHC is HLA-A02:01 with pseudo-sequence HLA-A02:01. The binding affinity (normalized) is 1.00. (3) The peptide sequence is PFVVSTGYHF. The MHC is HLA-A01:01 with pseudo-sequence HLA-A01:01. The binding affinity (normalized) is 0.215. (4) The peptide sequence is RHFPTAFEF. The MHC is Mamu-B52 with pseudo-sequence Mamu-B52. The binding affinity (normalized) is 0.736. (5) The peptide sequence is ATEETFKLSY. The MHC is HLA-A24:02 with pseudo-sequence HLA-A24:02. The binding affinity (normalized) is 0.